From a dataset of Reaction yield outcomes from USPTO patents with 853,638 reactions. Predict the reaction yield, written as a fraction of the theoretical maximum amount of product (1.0 means a 100% yield; for example, 0.34 means a 34% yield). (1) The reactants are [Br:1][C:2]1[C:3]([NH2:9])=[N:4][C:5]([NH2:8])=[CH:6][CH:7]=1.C(N(CC)CC)C.C1COCC1.[F:22][C:23]1[CH:31]=[CH:30][CH:29]=[CH:28][C:24]=1[C:25](Cl)=[O:26]. The catalyst is C(Cl)Cl. The product is [NH2:9][C:3]1[N:4]=[C:5]([NH:8][C:25]([C:24]2[CH:28]=[CH:29][CH:30]=[CH:31][C:23]=2[F:22])=[O:26])[CH:6]=[CH:7][C:2]=1[Br:1]. The yield is 0.570. (2) The product is [CH3:1][C:2]1[CH:30]=[CH:29][C:5]2[NH:6][C:7]3[CH:28]=[CH:27][CH:26]=[CH:25][C:8]=3[N:9]=[C:10]([N:11]3[CH2:16][CH2:15][N:14]([CH3:33])[C@@H:13]([CH2:17][CH2:18][C:19]4[CH:24]=[CH:23][CH:22]=[CH:21][CH:20]=4)[CH2:12]3)[C:4]=2[CH:3]=1. The catalyst is ClCCCl. The reactants are [CH3:1][C:2]1[CH:30]=[CH:29][C:5]2[NH:6][C:7]3[CH:28]=[CH:27][CH:26]=[CH:25][C:8]=3[N:9]=[C:10]([N:11]3[CH2:16][CH2:15][NH:14][C@@H:13]([CH2:17][CH2:18][C:19]4[CH:24]=[CH:23][CH:22]=[CH:21][CH:20]=4)[CH2:12]3)[C:4]=2[CH:3]=1.C=O.[C:33](O[BH-](OC(=O)C)OC(=O)C)(=O)C.[Na+]. The yield is 0.900. (3) The reactants are [CH2:1]([Mg]Br)[CH:2]=[CH2:3].[CH2:6]([C:8]1([CH2:17][CH3:18])[CH2:13][C:12]([CH3:15])([CH3:14])[CH2:11][C:10](=[O:16])[CH2:9]1)[CH3:7].[NH4+].[Cl-]. The catalyst is CCOCC. The product is [CH2:3]([C:10]1([OH:16])[CH2:11][C:12]([CH3:14])([CH3:15])[CH2:13][C:8]([CH2:6][CH3:7])([CH2:17][CH3:18])[CH2:9]1)[CH:2]=[CH2:1]. The yield is 0.740. (4) The reactants are [F:1][C:2]([F:15])([F:14])[O:3][C:4]1[CH:9]=[CH:8][C:7]([S:10](Cl)(=[O:12])=[O:11])=[CH:6][CH:5]=1.Cl.O.[NH:18]1[CH2:23][CH2:22][C:21](=[O:24])[CH2:20][CH2:19]1.C(N(CC)C(C)C)(C)C. The catalyst is C(Cl)Cl. The product is [F:1][C:2]([F:15])([F:14])[O:3][C:4]1[CH:9]=[CH:8][C:7]([S:10]([N:18]2[CH2:23][CH2:22][C:21](=[O:24])[CH2:20][CH2:19]2)(=[O:12])=[O:11])=[CH:6][CH:5]=1. The yield is 0.810. (5) The catalyst is C(O)C.C(OCC)(=O)C. The reactants are [CH3:1][C:2]1([CH3:10])[CH2:9][C:7](=[O:8])[CH2:6][C:4](=O)[CH2:3]1.[C:11]1([C:17]2[S:21][C:20]([CH:22]=O)=[CH:19][CH:18]=2)[CH:16]=[CH:15][CH:14]=[CH:13][CH:12]=1.[CH2:24]([CH2:27][C:28](=O)[CH2:29][C:30]([O:32][CH2:33][CH3:34])=[O:31])[CH2:25]C.C([O-])(=O)C.[NH4+:40]. The yield is 0.680. The product is [CH3:10][C:2]1([CH3:1])[CH2:3][C:4]2[NH:40][C:28]([CH2:27][CH2:24][CH3:25])=[C:29]([C:30]([O:32][CH2:33][CH3:34])=[O:31])[CH:22]([C:20]3[S:21][C:17]([C:11]4[CH:12]=[CH:13][CH:14]=[CH:15][CH:16]=4)=[CH:18][CH:19]=3)[C:6]=2[C:7](=[O:8])[CH2:9]1. (6) The reactants are [OH:1][CH2:2][C:3]1[NH:4][C:5]2[C:10]([CH:11]=1)=[CH:9][C:8]([O:12][CH3:13])=[CH:7][CH:6]=2. The catalyst is CCOC(C)=O.O=[Mn]=O. The product is [CH3:13][O:12][C:8]1[CH:9]=[C:10]2[C:5](=[CH:6][CH:7]=1)[NH:4][C:3]([CH:2]=[O:1])=[CH:11]2. The yield is 0.760. (7) The reactants are [CH3:1][C:2]1[C:7]([CH3:8])=[CH:6][C:5]([C:9]([C:11]2[CH:16]=[CH:15][CH:14]=[CH:13][CH:12]=2)=[O:10])=[C:4]([OH:17])[CH:3]=1.[Cl:18][C:19]1[C:28]2[C:23](=[CH:24][C:25]([O:31][CH3:32])=[C:26]([O:29][CH3:30])[CH:27]=2)[N:22]=[CH:21][CH:20]=1. The catalyst is ClC1C=CC=CC=1Cl. The product is [ClH:18].[CH3:30][O:29][C:26]1[CH:27]=[C:28]2[C:23](=[CH:24][C:25]=1[O:31][CH3:32])[N:22]=[CH:21][CH:20]=[C:19]2[O:17][C:4]1[CH:3]=[C:2]([CH3:1])[C:7]([CH3:8])=[CH:6][C:5]=1[C:9]([C:11]1[CH:16]=[CH:15][CH:14]=[CH:13][CH:12]=1)=[O:10]. The yield is 0.110.